Dataset: Forward reaction prediction with 1.9M reactions from USPTO patents (1976-2016). Task: Predict the product of the given reaction. (1) Given the reactants [O:1]([C:8]1[CH:13]=[CH:12][C:11]([C:14]2[C:25]([C:26]([NH2:28])=[O:27])=[C:17]3[NH:18][C:19]4[CH:20]=[N:21][CH:22]=[CH:23][C:24]=4[N:16]3[N:15]=2)=[CH:10][CH:9]=1)[C:2]1[CH:7]=[CH:6][CH:5]=[CH:4][CH:3]=1.[CH2:29](Br)[C:30]1[CH:35]=[CH:34][CH:33]=[CH:32][CH:31]=1.[BH4-].[Na+].O, predict the reaction product. The product is: [CH2:29]([N:21]1[CH2:22][CH2:23][C:24]2[N:16]3[N:15]=[C:14]([C:11]4[CH:10]=[CH:9][C:8]([O:1][C:2]5[CH:7]=[CH:6][CH:5]=[CH:4][CH:3]=5)=[CH:13][CH:12]=4)[C:25]([C:26]([NH2:28])=[O:27])=[C:17]3[NH:18][C:19]=2[CH2:20]1)[C:30]1[CH:35]=[CH:34][CH:33]=[CH:32][CH:31]=1. (2) Given the reactants C(OC(=O)[CH2:5][CH:6]1[CH2:11][CH2:10][C:9]([N:18]([CH3:20])[CH3:19])([C:12]2[CH:17]=[CH:16][CH:15]=[CH:14][CH:13]=2)[CH2:8][CH:7]1C[N+]([O-])=O)C.[Cl-].[NH4+:27].O.[CH2:29]([OH:31])[CH3:30], predict the reaction product. The product is: [CH3:19][N:18]([CH3:20])[C:9]1([C:12]2[CH:17]=[CH:16][CH:15]=[CH:14][CH:13]=2)[CH2:10][CH2:11][C:6]2([CH2:30][C:29](=[O:31])[NH:27][CH2:5]2)[CH2:7][CH2:8]1.